This data is from NCI-60 drug combinations with 297,098 pairs across 59 cell lines. The task is: Regression. Given two drug SMILES strings and cell line genomic features, predict the synergy score measuring deviation from expected non-interaction effect. (1) Cell line: A549. Drug 2: CC(C)(C#N)C1=CC(=CC(=C1)CN2C=NC=N2)C(C)(C)C#N. Synergy scores: CSS=1.46, Synergy_ZIP=-0.262, Synergy_Bliss=1.38, Synergy_Loewe=1.59, Synergy_HSA=0.488. Drug 1: CCN(CC)CCNC(=O)C1=C(NC(=C1C)C=C2C3=C(C=CC(=C3)F)NC2=O)C. (2) Drug 1: CC1=C(C=C(C=C1)NC2=NC=CC(=N2)N(C)C3=CC4=NN(C(=C4C=C3)C)C)S(=O)(=O)N.Cl. Drug 2: CN1C2=C(C=C(C=C2)N(CCCl)CCCl)N=C1CCCC(=O)O.Cl. Cell line: RXF 393. Synergy scores: CSS=7.27, Synergy_ZIP=-2.20, Synergy_Bliss=2.29, Synergy_Loewe=1.92, Synergy_HSA=2.07. (3) Drug 1: CS(=O)(=O)C1=CC(=C(C=C1)C(=O)NC2=CC(=C(C=C2)Cl)C3=CC=CC=N3)Cl. Drug 2: CC(C1=C(C=CC(=C1Cl)F)Cl)OC2=C(N=CC(=C2)C3=CN(N=C3)C4CCNCC4)N. Cell line: OVCAR3. Synergy scores: CSS=3.40, Synergy_ZIP=1.22, Synergy_Bliss=3.61, Synergy_Loewe=0.562, Synergy_HSA=-0.109. (4) Drug 1: C1=NNC2=C1C(=O)NC=N2. Drug 2: C1C(C(OC1N2C=NC3=C2NC=NCC3O)CO)O. Cell line: OVCAR-4. Synergy scores: CSS=2.84, Synergy_ZIP=-0.136, Synergy_Bliss=3.63, Synergy_Loewe=3.53, Synergy_HSA=3.15.